From a dataset of Catalyst prediction with 721,799 reactions and 888 catalyst types from USPTO. Predict which catalyst facilitates the given reaction. (1) Reactant: [H-].[K+].[CH3:3][C:4]1[CH2:8][C:7]([CH3:9])=[C:6]([CH3:10])[C:5]=1[CH3:11].Cl[Si:13]([C:36]1[CH:41]=[C:40]([CH3:42])[CH:39]=[C:38]([Si:43]([CH3:46])([CH3:45])[CH3:44])[CH:37]=1)([C:25]1[CH:30]=[C:29]([CH3:31])[CH:28]=[C:27]([Si:32]([CH3:35])([CH3:34])[CH3:33])[CH:26]=1)[C:14]1[CH:19]=[C:18]([CH3:20])[CH:17]=[C:16]([Si:21]([CH3:24])([CH3:23])[CH3:22])[CH:15]=1.C(=O)([O-])O.[Na+].C(=O)([O-])[O-].[Na+].[Na+]. Product: [CH3:42][C:40]1[CH:39]=[C:38]([Si:43]([CH3:46])([CH3:45])[CH3:44])[CH:37]=[C:36]([Si:13]([C:14]2[CH:19]=[C:18]([CH3:20])[CH:17]=[C:16]([Si:21]([CH3:24])([CH3:23])[CH3:22])[CH:15]=2)([C:25]2[CH:30]=[C:29]([CH3:31])[CH:28]=[C:27]([Si:32]([CH3:33])([CH3:34])[CH3:35])[CH:26]=2)[C:8]2[CH:7]([CH3:9])[C:6]([CH3:10])=[C:5]([CH3:11])[C:4]=2[CH3:3])[CH:41]=1. The catalyst class is: 207. (2) Reactant: [O-:1][CH2:2][CH3:3].[Na+].[CH2:5]([O:7][C:8]([C:10]1[N:11]=[N:12][C:13]([Cl:17])=[CH:14][C:15]=1Cl)=[O:9])[CH3:6].Cl.C([O-])(O)=O.[Na+]. Product: [CH2:5]([O:7][C:8]([C:10]1[N:11]=[N:12][C:13]([Cl:17])=[CH:14][C:15]=1[O:1][CH2:2][CH3:3])=[O:9])[CH3:6]. The catalyst class is: 49. (3) Reactant: [C:1]([OH:12])(=O)[CH2:2][CH2:3][CH2:4][CH2:5][CH2:6][CH2:7][CH2:8][CH2:9][CH3:10].Cl.[CH3:14][NH:15][O:16][CH3:17].O. Product: [CH3:17][O:16][N:15]([CH3:14])[C:1](=[O:12])[CH2:2][CH2:3][CH2:4][CH2:5][CH2:6][CH2:7][CH2:8][CH2:9][CH3:10]. The catalyst class is: 4. (4) Reactant: Br[CH2:2][CH2:3][CH2:4][Cl:5].C([O-])([O-])=O.[K+].[K+].[NH:12]1[CH2:17][CH2:16][O:15][CH2:14][CH2:13]1. Product: [Cl:5][CH2:4][CH2:3][CH2:2][N:12]1[CH2:17][CH2:16][O:15][CH2:14][CH2:13]1. The catalyst class is: 25. (5) Product: [OH:12][C:11]1[CH:10]=[CH:9][C:8]2[N:7]([S:13]([C:16]3[CH:21]=[CH:20][CH:19]=[CH:18][CH:17]=3)(=[O:15])=[O:14])[CH:6]=[CH:5][C:4]=2[C:3]=1[CH:2]=[O:1]. The catalyst class is: 485. Reactant: [OH:1][CH2:2][C:3]1[C:11]([OH:12])=[CH:10][CH:9]=[C:8]2[C:4]=1[CH:5]=[CH:6][N:7]2[S:13]([C:16]1[CH:21]=[CH:20][CH:19]=[CH:18][CH:17]=1)(=[O:15])=[O:14]. (6) Reactant: C[O:2][C:3](=[O:27])[CH2:4][CH2:5][CH2:6][CH2:7][CH2:8][O:9][C:10]1[CH:11]=[CH:12][C:13]2[N:17]=[C:16](Cl)[N:15]([C:19]3[CH:24]=[CH:23][C:22]([CH3:25])=[CH:21][CH:20]=3)[C:14]=2[CH:26]=1.C(=O)([O-])[O-].[K+].[K+].[C:34]1([OH:40])[CH:39]=[CH:38][CH:37]=[CH:36][CH:35]=1.[Cl-].[NH4+]. Product: [CH3:25][C:22]1[CH:23]=[CH:24][C:19]([N:15]2[C:14]3[CH:26]=[C:10]([O:9][CH2:8][CH2:7][CH2:6][CH2:5][CH2:4][C:3]([OH:2])=[O:27])[CH:11]=[CH:12][C:13]=3[N:17]=[C:16]2[O:40][C:34]2[CH:39]=[CH:38][CH:37]=[CH:36][CH:35]=2)=[CH:20][CH:21]=1. The catalyst class is: 35. (7) Reactant: [CH3:1][C:2]([CH3:5])([O-])[CH3:3].[Na+].C(C1[CH:18]=[CH:17][C:12]([C:13]([O:15][CH3:16])=[O:14])=[CH:11][CH:10]=1)=C.S([CH2:29][N+:30]#[C-])(C1C=CC(C)=CC=1)(=O)=O.Cl. Product: [NH:30]1[CH:29]=[CH:3][C:2]([C:5]2[CH:18]=[CH:17][C:12]([C:13]([O:15][CH3:16])=[O:14])=[CH:11][CH:10]=2)=[CH:1]1. The catalyst class is: 58.